Dataset: Forward reaction prediction with 1.9M reactions from USPTO patents (1976-2016). Task: Predict the product of the given reaction. (1) Given the reactants B(Br)(Br)Br.C[O:6][C:7]1[CH:8]=[C:9]([C@@H:15]([CH3:19])[C:16]([OH:18])=[O:17])[CH:10]=[C:11]([O:13]C)[CH:12]=1.CCCCCC, predict the reaction product. The product is: [OH:6][C:7]1[CH:8]=[C:9]([C@@H:15]([CH3:19])[C:16]([OH:18])=[O:17])[CH:10]=[C:11]([OH:13])[CH:12]=1. (2) Given the reactants [CH2:1]([N:8]1[CH2:17][CH2:16][C:15]2[C:14](O)=[N:13][C:12]([C:19]3[CH:20]=[N:21][C:22]([C:25]([F:28])([F:27])[F:26])=[CH:23][CH:24]=3)=[N:11][C:10]=2[CH2:9]1)[C:2]1[CH:7]=[CH:6][CH:5]=[CH:4][CH:3]=1.P(Cl)(Cl)([Cl:31])=O.C(N(CC)C1C=CC=CC=1)C, predict the reaction product. The product is: [CH2:1]([N:8]1[CH2:17][CH2:16][C:15]2[C:14]([Cl:31])=[N:13][C:12]([C:19]3[CH:20]=[N:21][C:22]([C:25]([F:28])([F:27])[F:26])=[CH:23][CH:24]=3)=[N:11][C:10]=2[CH2:9]1)[C:2]1[CH:7]=[CH:6][CH:5]=[CH:4][CH:3]=1. (3) Given the reactants Br/[C:2](/[C:10]1[CH:15]=[CH:14][C:13]([Cl:16])=[C:12]([O:17][CH3:18])[N:11]=1)=[CH:3]\[C@@H:4]1[NH:8][C:7](=[O:9])[CH2:6][CH2:5]1.[C:19]([C:23]1[CH:28]=[CH:27][C:26](B(O)O)=[CH:25][CH:24]=1)([CH3:22])([CH3:21])[CH3:20].O1C=CC=C1P(C1OC=CC=1)C1OC=CC=1.C(=O)([O-])[O-].[Cs+].[Cs+], predict the reaction product. The product is: [C:19]([C:23]1[CH:28]=[CH:27][C:26](/[C:2](/[C:10]2[CH:15]=[CH:14][C:13]([Cl:16])=[C:12]([O:17][CH3:18])[N:11]=2)=[CH:3]\[C@@H:4]2[NH:8][C:7](=[O:9])[CH2:6][CH2:5]2)=[CH:25][CH:24]=1)([CH3:22])([CH3:21])[CH3:20]. (4) Given the reactants [F:1][C:2]1[CH:10]=[C:9]2[C:5]([C:6]([C:20]3[CH:35]=[CH:34][C:23]4[N:24]=[C:25]([CH2:27][CH:28]5[CH2:33][CH2:32][NH:31][CH2:30][CH2:29]5)[O:26][C:22]=4[CH:21]=3)=[CH:7][N:8]2[S:11]([C:14]2[CH:19]=[CH:18][CH:17]=[CH:16][CH:15]=2)(=[O:13])=[O:12])=[CH:4][CH:3]=1.[CH3:36]C(O)=O.C=O.O.[BH-](OC(C)=O)(OC(C)=O)OC(C)=O.[Na+], predict the reaction product. The product is: [F:1][C:2]1[CH:10]=[C:9]2[C:5]([C:6]([C:20]3[CH:35]=[CH:34][C:23]4[N:24]=[C:25]([CH2:27][CH:28]5[CH2:29][CH2:30][N:31]([CH3:36])[CH2:32][CH2:33]5)[O:26][C:22]=4[CH:21]=3)=[CH:7][N:8]2[S:11]([C:14]2[CH:19]=[CH:18][CH:17]=[CH:16][CH:15]=2)(=[O:13])=[O:12])=[CH:4][CH:3]=1.